Dataset: Full USPTO retrosynthesis dataset with 1.9M reactions from patents (1976-2016). Task: Predict the reactants needed to synthesize the given product. (1) Given the product [Cl:10][C:7]1[CH:6]=[C:5]2[C:4]([C:3](=[O:22])[C:13]([CH3:14])([C:15]3[CH:16]=[CH:17][CH:18]=[CH:19][CH:20]=3)[C:12](=[O:21])[NH:11]2)=[CH:9][CH:8]=1, predict the reactants needed to synthesize it. The reactants are: CO[C:3](=[O:22])[C:4]1[CH:9]=[CH:8][C:7]([Cl:10])=[CH:6][C:5]=1[NH:11][C:12](=[O:21])[CH:13]([C:15]1[CH:20]=[CH:19][CH:18]=[CH:17][CH:16]=1)[CH3:14].[Li+].C[Si]([N-][Si](C)(C)C)(C)C. (2) Given the product [Br:22][C:23]1[CH:24]=[CH:25][C:26]2[C:30]([CH:31]=1)=[N:29][N:28]1[C:4](=[O:21])[CH:5]=[C:6]([CH:8]3[CH2:9][CH2:10][N:11]([C:14]([O:16][C:17]([CH3:18])([CH3:19])[CH3:20])=[O:15])[CH2:12][CH2:13]3)[NH:32][C:27]=21, predict the reactants needed to synthesize it. The reactants are: C(O[C:4](=[O:21])[CH2:5][C:6]([CH:8]1[CH2:13][CH2:12][N:11]([C:14]([O:16][C:17]([CH3:20])([CH3:19])[CH3:18])=[O:15])[CH2:10][CH2:9]1)=O)C.[Br:22][C:23]1[CH:31]=[C:30]2[C:26]([C:27]([NH2:32])=[N:28][NH:29]2)=[CH:25][CH:24]=1.P([O-])([O-])([O-])=O.[K+].[K+].[K+]. (3) Given the product [ClH:41].[CH2:43]([N:45]([CH2:49][CH3:50])[C:46](=[O:40])[O:47][C:6]1[CH:7]=[C:8]2[C:11](=[CH:12][CH:13]=1)[CH:10]([CH2:14][NH:15][CH2:16][CH2:17][C:18]([N:20]1[CH2:21][CH2:22][C:23]3[CH:30]=[C:29]([O:31][CH3:32])[C:28]([O:33][CH3:34])=[CH:27][C:24]=3[CH2:25][CH2:26]1)=[O:19])[CH2:9]2)[CH3:44], predict the reactants needed to synthesize it. The reactants are: Cl.CN(C)C(=O)O[C:6]1[CH:7]=[C:8]2[C:11](=[CH:12][CH:13]=1)[CH:10]([CH2:14][NH:15][CH2:16][CH2:17][C:18]([N:20]1[CH2:26][CH2:25][C:24]3[CH:27]=[C:28]([O:33][CH3:34])[C:29]([O:31][CH3:32])=[CH:30][C:23]=3[CH2:22][CH2:21]1)=[O:19])[CH2:9]2.CN(C)C([Cl:41])=[O:40].[CH2:43]([N:45]([CH2:49][CH3:50])[C:46](Cl)=[O:47])[CH3:44]. (4) Given the product [N:1]1([CH:20]([NH:17][C:15](=[O:16])[C:14]2[CH:18]=[CH:19][C:11]([Cl:10])=[CH:12][CH:13]=2)[C:21]([CH3:27])([CH3:22])[CH2:24][CH:25]=[CH2:26])[C:5]2[CH:6]=[CH:7][CH:8]=[CH:9][C:4]=2[N:3]=[N:2]1, predict the reactants needed to synthesize it. The reactants are: [NH:1]1[C:5]2[CH:6]=[CH:7][CH:8]=[CH:9][C:4]=2[N:3]=[N:2]1.[Cl:10][C:11]1[CH:19]=[CH:18][C:14]([C:15]([NH2:17])=[O:16])=[CH:13][CH:12]=1.[CH3:20][C:21]([CH3:27])([CH2:24][CH:25]=[CH2:26])[CH:22]=O.C1(C)C=CC(S(O)(=O)=O)=CC=1. (5) The reactants are: CC1(C)[O:6][C@@H:5]([CH2:7][O:8][NH:9][C:10](=[O:26])[C:11]2[CH:16]=[CH:15][N:14]=[CH:13][C:12]=2[NH:17][C:18]2[CH:23]=[CH:22][C:21]([I:24])=[CH:20][C:19]=2[F:25])[CH2:4][O:3]1.FC(F)(F)C(O)=O. Given the product [OH:6][C@H:5]([CH2:4][OH:3])[CH2:7][O:8][NH:9][C:10](=[O:26])[C:11]1[CH:16]=[CH:15][N:14]=[CH:13][C:12]=1[NH:17][C:18]1[CH:23]=[CH:22][C:21]([I:24])=[CH:20][C:19]=1[F:25], predict the reactants needed to synthesize it. (6) Given the product [CH:1]([N:4]([CH2:5][C:6]1[C:7](=[O:17])[NH:8][C:9]2[C:14]([CH:15]=1)=[CH:13][CH:12]=[CH:11][C:10]=2[CH3:16])[S:38]([C:36]1[CH:35]=[CH:34][C:33]2[N:28]([CH3:27])[CH2:29][CH2:30][O:31][C:32]=2[CH:37]=1)(=[O:39])=[O:40])([CH3:3])[CH3:2], predict the reactants needed to synthesize it. The reactants are: [CH:1]([NH:4][CH2:5][C:6]1[C:7](=[O:17])[NH:8][C:9]2[C:14]([CH:15]=1)=[CH:13][CH:12]=[CH:11][C:10]=2[CH3:16])([CH3:3])[CH3:2].CCN(C(C)C)C(C)C.[CH3:27][N:28]1[C:33]2[CH:34]=[CH:35][C:36]([S:38](Cl)(=[O:40])=[O:39])=[CH:37][C:32]=2[O:31][CH2:30][CH2:29]1. (7) Given the product [Cl:1][C:2]1[CH:3]=[C:4]2[C:8](=[C:9]([NH:11][CH:12]3[CH2:16][CH2:15][CH2:14][CH2:13]3)[CH:10]=1)[NH:7][C:6]([C:17]1[S:18][CH2:19][C@@H:20]([CH2:22][CH2:23][N:24]3[CH2:29][CH2:28][N:27]([C:31](=[O:32])[CH2:30][OH:33])[CH2:26][CH2:25]3)[N:21]=1)=[CH:5]2, predict the reactants needed to synthesize it. The reactants are: [Cl:1][C:2]1[CH:3]=[C:4]2[C:8](=[C:9]([NH:11][CH:12]3[CH2:16][CH2:15][CH2:14][CH2:13]3)[CH:10]=1)[NH:7][C:6]([C:17]1[S:18][CH2:19][C@@H:20]([CH2:22][CH2:23][N:24]3[CH2:29][CH2:28][NH:27][CH2:26][CH2:25]3)[N:21]=1)=[CH:5]2.[C:30](O)(=[O:33])[CH2:31][OH:32].